From a dataset of Forward reaction prediction with 1.9M reactions from USPTO patents (1976-2016). Predict the product of the given reaction. (1) Given the reactants [CH3:1][N:2]1[C:10]2[C:5](=[CH:6][CH:7]=[C:8]([CH:11]=O)[CH:9]=2)[CH:4]=[CH:3]1.[CH3:13][NH2:14].[BH4-].[Na+].O, predict the reaction product. The product is: [CH3:13][NH:14][CH2:11][C:8]1[CH:9]=[C:10]2[C:5]([CH:4]=[CH:3][N:2]2[CH3:1])=[CH:6][CH:7]=1. (2) Given the reactants [CH3:1][O:2][C:3]1[CH:8]=[CH:7][C:6]([S:9]([CH:12]2[S:16][C:15](=[O:17])[NH:14][C:13]2=[O:18])(=[O:11])=[O:10])=[CH:5][CH:4]=1.Br[CH2:20][C:21]1[CH:26]=[CH:25][C:24]([C:27]2[CH:32]=[CH:31][C:30]([Cl:33])=[CH:29][C:28]=2[Cl:34])=[CH:23][CH:22]=1, predict the reaction product. The product is: [Cl:34][C:28]1[CH:29]=[C:30]([Cl:33])[CH:31]=[CH:32][C:27]=1[C:24]1[CH:23]=[CH:22][C:21]([CH2:20][C:12]2([S:9]([C:6]3[CH:7]=[CH:8][C:3]([O:2][CH3:1])=[CH:4][CH:5]=3)(=[O:10])=[O:11])[S:16][C:15](=[O:17])[NH:14][C:13]2=[O:18])=[CH:26][CH:25]=1. (3) The product is: [F:1][C:2]([F:15])([F:14])[S:3]([O:6][C:20]1[C:21]2[C:26](=[CH:25][CH:24]=[CH:23][CH:22]=2)[CH:27]=[C:18]([O:17][CH3:16])[CH:19]=1)(=[O:5])=[O:4]. Given the reactants [F:1][C:2]([F:15])([F:14])[S:3]([O:6]S(C(F)(F)F)(=O)=O)(=[O:5])=[O:4].[CH3:16][O:17][C:18]1[CH:19]=[C:20](O)[C:21]2[C:26]([CH:27]=1)=[CH:25][CH:24]=[CH:23][CH:22]=2.CCN(CC)CC, predict the reaction product. (4) Given the reactants [N+:1]([C:4]1[CH:5]=[C:6]([C:13]2[CH:14]=[CH:15][C:16]([NH2:19])=[N:17][CH:18]=2)[C:7]2[O:11][CH:10]=[CH:9][C:8]=2[CH:12]=1)([O-])=O.N1(CCNC2C3OC=CC=3C=C(N)C=2)CCOCC1, predict the reaction product. The product is: [NH2:1][C:4]1[CH:5]=[C:6]([C:13]2[CH:14]=[CH:15][C:16]([NH2:19])=[N:17][CH:18]=2)[C:7]2[O:11][CH:10]=[CH:9][C:8]=2[CH:12]=1. (5) Given the reactants C[O:2][C:3]1[CH:8]=[CH:7][C:6]([CH2:9][CH2:10][CH2:11][C:12]2[N:13]([CH2:26][CH2:27][CH3:28])[C:14](=[O:25])[N:15]([CH2:17][C:18]3[CH:23]=[CH:22][C:21]([CH3:24])=[CH:20][CH:19]=3)[N:16]=2)=[CH:5][CH:4]=1.Cl.N1C=CC=CC=1, predict the reaction product. The product is: [OH:2][C:3]1[CH:8]=[CH:7][C:6]([CH2:9][CH2:10][CH2:11][C:12]2[N:13]([CH2:26][CH2:27][CH3:28])[C:14](=[O:25])[N:15]([CH2:17][C:18]3[CH:19]=[CH:20][C:21]([CH3:24])=[CH:22][CH:23]=3)[N:16]=2)=[CH:5][CH:4]=1. (6) Given the reactants C([Mg]Cl)(C)C.CN(C)CCOCCN(C)C.I[C:18]1[CH:19]=[C:20]([CH:23]=[CH:24][CH:25]=1)[C:21]#[N:22].[C:26]([O:33][C:34]([CH3:37])([CH3:36])[CH3:35])(=[O:32])[C:27](OCC)=[O:28], predict the reaction product. The product is: [C:21]([C:20]1[CH:19]=[C:18]([C:27](=[O:28])[C:26]([O:33][C:34]([CH3:37])([CH3:36])[CH3:35])=[O:32])[CH:25]=[CH:24][CH:23]=1)#[N:22].